Dataset: Reaction yield outcomes from USPTO patents with 853,638 reactions. Task: Predict the reaction yield, written as a fraction of the theoretical maximum amount of product (1.0 means a 100% yield; for example, 0.34 means a 34% yield). (1) The catalyst is C(Cl)Cl. The yield is 0.792. The product is [F:25][C@H:13]1[C@@H:12]([NH:11][C:9](=[O:10])[O:8][CH2:1][C:2]2[CH:7]=[CH:6][CH:5]=[CH:4][CH:3]=2)[CH2:17][CH2:16][NH:15][CH2:14]1. The reactants are [CH2:1]([O:8][C:9]([NH:11][C@H:12]1[CH2:17][CH2:16][N:15](C(OC(C)(C)C)=O)[CH2:14][C@H:13]1[F:25])=[O:10])[C:2]1[CH:7]=[CH:6][CH:5]=[CH:4][CH:3]=1.C(O)(C(F)(F)F)=O. (2) The reactants are [Cl-].[C:2]([C:4]1[C:16]([N+:17]([O-])=O)=[CH:15][CH:14]=[CH:13][C:5]=1[O:6][CH2:7][C@@H:8]1[CH2:12][CH2:11][CH2:10][NH2+:9]1)#[N:3].CCN(CC)CC.[C:27](Cl)(=[O:29])[CH3:28]. The catalyst is C1COCC1. The product is [NH2:17][C:16]1[CH:15]=[CH:14][CH:13]=[C:5]([O:6][CH2:7][C@@H:8]2[CH2:12][CH2:11][CH2:10][N:9]2[C:27](=[O:29])[CH3:28])[C:4]=1[C:2]#[N:3]. The yield is 0.510. (3) The reactants are [C@H:1]1([NH:10][C:11]2[C:12]3[CH:19]=[CH:18][N:17]([C@H:20]4[CH2:36][C@@H:23]5[O:24]C(C6C=CC(OC)=CC=6)[O:26][CH2:27][C@@H:22]5[CH2:21]4)[C:13]=3[N:14]=[CH:15][N:16]=2)[C:9]2[C:4](=[CH:5][CH:6]=[CH:7][CH:8]=2)[CH2:3][CH2:2]1.CC(O)=O.C1COCC1. The catalyst is O. The product is [C@H:1]1([NH:10][C:11]2[C:12]3[CH:19]=[CH:18][N:17]([C@H:20]4[CH2:36][C@H:23]([OH:24])[C@H:22]([CH2:27][OH:26])[CH2:21]4)[C:13]=3[N:14]=[CH:15][N:16]=2)[C:9]2[C:4](=[CH:5][CH:6]=[CH:7][CH:8]=2)[CH2:3][CH2:2]1. The yield is 0.520. (4) The reactants are [I:1][C:2]1[C:10]2[C:5](=[N:6][CH:7]=[N:8][C:9]=2[NH2:11])[NH:4][N:3]=1.O[CH2:13][C@H:14]1[CH2:18][CH2:17][CH2:16][N:15]1[C:19]([O:21][C:22]([CH3:25])([CH3:24])[CH3:23])=[O:20].C1C=CC(P(C2C=CC=CC=2)C2C=CC=CC=2)=CC=1.CC(OC(/N=N/C(OC(C)C)=O)=O)C. The catalyst is O.CN(C)C=O. The product is [NH2:11][C:9]1[N:8]=[CH:7][N:6]=[C:5]2[N:4]([CH2:13][C@H:14]3[CH2:18][CH2:17][CH2:16][N:15]3[C:19]([O:21][C:22]([CH3:23])([CH3:25])[CH3:24])=[O:20])[N:3]=[C:2]([I:1])[C:10]=12. The yield is 0.0600. (5) The reactants are [Cl:1][C:2]1[CH:6]=[N:5][N:4]([CH3:7])[C:3]=1[C:8]1[CH:9]=[C:10]([NH:16][C:17]([NH:19][C:20]2[CH:25]=[CH:24][C:23]([F:26])=[CH:22][C:21]=2[F:27])=[O:18])[CH:11]=[CH:12][C:13]=1[O:14]C.[Cl-].[Al+3].[Cl-].[Cl-].C(OCC)(=O)C. The catalyst is ClCCCl. The product is [Cl:1][C:2]1[CH:6]=[N:5][N:4]([CH3:7])[C:3]=1[C:8]1[CH:9]=[C:10]([NH:16][C:17]([NH:19][C:20]2[CH:25]=[CH:24][C:23]([F:26])=[CH:22][C:21]=2[F:27])=[O:18])[CH:11]=[CH:12][C:13]=1[OH:14]. The yield is 0.750.